This data is from Forward reaction prediction with 1.9M reactions from USPTO patents (1976-2016). The task is: Predict the product of the given reaction. (1) Given the reactants [F:1][C:2]([F:16])([CH2:12][CH2:13][CH2:14][CH3:15])[C:3](=[O:11])[CH2:4]P(=O)(OC)OC.[H-].[Na+].[C:19]([O:22][C@@H:23]1[C@H:27]([CH2:28][CH2:29][CH2:30][CH2:31][CH2:32][CH2:33][C:34]([O:36][CH3:37])=[O:35])[C@@H:26]([CH:38]=O)[C@H:25]([O:40][CH:41]2[CH2:46][CH2:45][CH2:44][CH2:43][O:42]2)[CH2:24]1)(=[O:21])[CH3:20], predict the reaction product. The product is: [C:19]([O:22][C@@H:23]1[C@H:27]([CH2:28][CH2:29][CH2:30][CH2:31][CH2:32][CH2:33][C:34]([O:36][CH3:37])=[O:35])[C@@H:26](/[CH:38]=[CH:4]/[C:3](=[O:11])[C:2]([F:1])([F:16])[CH2:12][CH2:13][CH2:14][CH3:15])[C@H:25]([O:40][CH:41]2[CH2:46][CH2:45][CH2:44][CH2:43][O:42]2)[CH2:24]1)(=[O:21])[CH3:20]. (2) Given the reactants [CH:1]1([CH:4]([CH3:8])[C:5]([OH:7])=O)[CH2:3][CH2:2]1.[F:9][C:10]1[CH:11]=[C:12]([CH2:27][N:28]2[CH2:33][CH2:32][NH:31][C@@H:30]([CH3:34])[CH2:29]2)[C:13]([CH3:26])=[C:14]([NH:16][C:17](=[O:25])[C:18]2[CH:23]=[CH:22][C:21]([CH3:24])=[N:20][CH:19]=2)[CH:15]=1.CCN(C(C)C)C(C)C.CN(C(ON1N=NC2C=CC=NC1=2)=[N+](C)C)C.F[P-](F)(F)(F)(F)F, predict the reaction product. The product is: [CH:1]1([CH:4]([CH3:8])[C:5]([N:31]2[CH2:32][CH2:33][N:28]([CH2:27][C:12]3[C:13]([CH3:26])=[C:14]([NH:16][C:17](=[O:25])[C:18]4[CH:23]=[CH:22][C:21]([CH3:24])=[N:20][CH:19]=4)[CH:15]=[C:10]([F:9])[CH:11]=3)[CH2:29][C@@H:30]2[CH3:34])=[O:7])[CH2:2][CH2:3]1.